This data is from NCI-60 drug combinations with 297,098 pairs across 59 cell lines. The task is: Regression. Given two drug SMILES strings and cell line genomic features, predict the synergy score measuring deviation from expected non-interaction effect. (1) Cell line: NCI-H322M. Drug 1: CC12CCC(CC1=CCC3C2CCC4(C3CC=C4C5=CN=CC=C5)C)O. Drug 2: CCC1(CC2CC(C3=C(CCN(C2)C1)C4=CC=CC=C4N3)(C5=C(C=C6C(=C5)C78CCN9C7C(C=CC9)(C(C(C8N6C)(C(=O)OC)O)OC(=O)C)CC)OC)C(=O)OC)O.OS(=O)(=O)O. Synergy scores: CSS=31.2, Synergy_ZIP=8.11, Synergy_Bliss=7.94, Synergy_Loewe=-15.6, Synergy_HSA=7.00. (2) Drug 1: CC1=CC=C(C=C1)C2=CC(=NN2C3=CC=C(C=C3)S(=O)(=O)N)C(F)(F)F. Drug 2: CCN(CC)CCNC(=O)C1=C(NC(=C1C)C=C2C3=C(C=CC(=C3)F)NC2=O)C. Cell line: CCRF-CEM. Synergy scores: CSS=-2.34, Synergy_ZIP=2.67, Synergy_Bliss=1.75, Synergy_Loewe=0.696, Synergy_HSA=-0.490.